The task is: Binary Classification. Given a T-cell receptor sequence (or CDR3 region) and an epitope sequence, predict whether binding occurs between them.. This data is from TCR-epitope binding with 47,182 pairs between 192 epitopes and 23,139 TCRs. (1) Result: 0 (the TCR does not bind to the epitope). The epitope is NQKLIANQF. The TCR CDR3 sequence is CAISTESGEQFF. (2) The epitope is DRFYKTLRAEQASQEV. The TCR CDR3 sequence is CASSHPQGAGNQPQHF. Result: 0 (the TCR does not bind to the epitope).